From a dataset of Choline transporter screen with 302,306 compounds. Binary Classification. Given a drug SMILES string, predict its activity (active/inactive) in a high-throughput screening assay against a specified biological target. The drug is O1C(n2c3ncnc(NCC=C)c3nc2)C(O)C(O)C1CO. The result is 1 (active).